Dataset: Retrosynthesis with 50K atom-mapped reactions and 10 reaction types from USPTO. Task: Predict the reactants needed to synthesize the given product. (1) Given the product CCNC(=O)CN(CCCn1c(-c2ccc(F)cc2)csc1=Nc1ccc(Cl)cc1OC)C(=O)OC(C)(C)C, predict the reactants needed to synthesize it. The reactants are: CCN.COc1cc(Cl)ccc1N=c1scc(-c2ccc(F)cc2)n1CCCN(CC(=O)O)C(=O)OC(C)(C)C. (2) Given the product CC(C)(C)OC(=O)N1CCN(c2ccc(N)nc2)C(=O)C1, predict the reactants needed to synthesize it. The reactants are: CC(C)(C)OC(=O)N1CCN(c2ccc([N+](=O)[O-])nc2)C(=O)C1. (3) Given the product O=C(c1ccccc1)N1CCN(Cc2ccc(OCCCN3CCCCC3)cc2)CC1, predict the reactants needed to synthesize it. The reactants are: O=C(O)c1ccccc1.c1cc(OCCCN2CCCCC2)ccc1CN1CCNCC1. (4) Given the product CC(C)(C)OC(=O)c1sc(NCc2ccccc2)c2c1CCCC2=O, predict the reactants needed to synthesize it. The reactants are: CC(C)(C)OC(=O)CSC(NCc1ccccc1)=C1C(=O)CCCC1=O. (5) Given the product Clc1cc(Oc2ccccc2)ccc1Br, predict the reactants needed to synthesize it. The reactants are: OB(O)c1ccccc1.Oc1ccc(Br)c(Cl)c1. (6) Given the product COc1cc(OC)c(/C=C/S(=O)(=O)Cc2ccc(OC)c(NS(C)(=O)=O)n2)c(OC)c1, predict the reactants needed to synthesize it. The reactants are: COc1cc(OC)c(/C=C/S(=O)(=O)Cc2ccc(OC)c(N)n2)c(OC)c1.CS(=O)(=O)Cl. (7) Given the product COc1ccc2c(c1)N(CC[C@H]1CC[C@H](NCc3ccc4c(n3)NC(=O)CO4)CC1)C(=O)CO2, predict the reactants needed to synthesize it. The reactants are: COc1ccc2c(c1)N(CC[C@H]1CC[C@H](N)CC1)C(=O)CO2.O=Cc1ccc2c(n1)NC(=O)CO2. (8) Given the product CC(=O)N1c2c(ccn3c(C)c(C)nc23)[C@@H](O)[C@H](OC(=O)C(C)(C)C)[C@H]1c1ccccc1, predict the reactants needed to synthesize it. The reactants are: CC(=O)N1c2c(ccn3c(C)c(C)nc23)C(=O)[C@H](OC(=O)C(C)(C)C)[C@H]1c1ccccc1.